Dataset: Full USPTO retrosynthesis dataset with 1.9M reactions from patents (1976-2016). Task: Predict the reactants needed to synthesize the given product. Given the product [OH:43][CH:44]1[CH2:49][CH2:48][N:47]([C:25]([C:6]2[C:5]3[C:10](=[CH:11][C:12]([O:13][CH3:14])=[C:3]([O:2][CH3:1])[CH:4]=3)[C:9]([C:15]([C:16]3[CH:21]=[CH:20][CH:19]=[C:18]([O:22][CH3:23])[CH:17]=3)=[O:24])=[N:8][CH:7]=2)=[O:27])[CH2:46][CH2:45]1, predict the reactants needed to synthesize it. The reactants are: [CH3:1][O:2][C:3]1[CH:4]=[C:5]2[C:10](=[CH:11][C:12]=1[O:13][CH3:14])[C:9]([C:15](=[O:24])[C:16]1[CH:21]=[CH:20][CH:19]=[C:18]([O:22][CH3:23])[CH:17]=1)=[N:8][CH:7]=[C:6]2[C:25]([OH:27])=O.C(N(CC)CC)C.C(OC(Cl)=O)C(C)C.[OH:43][CH:44]1[CH2:49][CH2:48][NH:47][CH2:46][CH2:45]1.